Task: Regression. Given two drug SMILES strings and cell line genomic features, predict the synergy score measuring deviation from expected non-interaction effect.. Dataset: NCI-60 drug combinations with 297,098 pairs across 59 cell lines (1) Drug 1: CC(C1=C(C=CC(=C1Cl)F)Cl)OC2=C(N=CC(=C2)C3=CN(N=C3)C4CCNCC4)N. Drug 2: CC1C(C(=O)NC(C(=O)N2CCCC2C(=O)N(CC(=O)N(C(C(=O)O1)C(C)C)C)C)C(C)C)NC(=O)C3=C4C(=C(C=C3)C)OC5=C(C(=O)C(=C(C5=N4)C(=O)NC6C(OC(=O)C(N(C(=O)CN(C(=O)C7CCCN7C(=O)C(NC6=O)C(C)C)C)C)C(C)C)C)N)C. Cell line: SK-OV-3. Synergy scores: CSS=4.49, Synergy_ZIP=5.88, Synergy_Bliss=10.5, Synergy_Loewe=8.84, Synergy_HSA=8.99. (2) Drug 1: C1CCC(CC1)NC(=O)N(CCCl)N=O. Drug 2: C1C(C(OC1N2C=NC3=C(N=C(N=C32)Cl)N)CO)O. Cell line: U251. Synergy scores: CSS=26.7, Synergy_ZIP=-8.34, Synergy_Bliss=-1.57, Synergy_Loewe=-1.56, Synergy_HSA=-1.51. (3) Drug 1: CCN(CC)CCNC(=O)C1=C(NC(=C1C)C=C2C3=C(C=CC(=C3)F)NC2=O)C. Drug 2: C1CC(=O)NC(=O)C1N2C(=O)C3=CC=CC=C3C2=O. Cell line: OVCAR-4. Synergy scores: CSS=-6.99, Synergy_ZIP=3.24, Synergy_Bliss=-1.30, Synergy_Loewe=-6.78, Synergy_HSA=-6.90.